The task is: Predict which catalyst facilitates the given reaction.. This data is from Catalyst prediction with 721,799 reactions and 888 catalyst types from USPTO. Reactant: [CH2:1]=[CH:2][C@H:3]([OH:9])[CH2:4][CH2:5][CH2:6][CH2:7][CH3:8].N1C=CN=C1.[CH3:15][C:16]([Si:19](Cl)([CH3:21])[CH3:20])([CH3:18])[CH3:17].O. Product: [C:16]([Si:19]([CH3:21])([CH3:20])[O:9][C@H:3]([CH2:4][CH2:5][CH2:6][CH2:7][CH3:8])[CH:2]=[CH2:1])([CH3:18])([CH3:17])[CH3:15]. The catalyst class is: 2.